This data is from Forward reaction prediction with 1.9M reactions from USPTO patents (1976-2016). The task is: Predict the product of the given reaction. (1) The product is: [Cl:15][C:16]1[C:24]([C:25]([OH:27])=[O:26])=[CH:23][C:22]([O:29][CH3:30])=[C:21]2[C:17]=1[CH:18]=[CH:19][NH:20]2. Given the reactants ClC1C(C(O)=O)=CC(C)=C2C=1C=CN2.[Cl:15][C:16]1[C:24]([C:25]([O:27]C)=[O:26])=[CH:23][C:22]([O:29][CH3:30])=[C:21]2[C:17]=1[CH:18]=[CH:19][NH:20]2, predict the reaction product. (2) Given the reactants CCNC([N:6]([C:13]([C@H:15]1[CH2:30][N:29]([CH2:31][CH:32]=[CH2:33])[C@H:28]2[C@@H:17]([C:18]3[C:23]4[C:24]([CH2:27]2)=[CH:25][NH:26][C:22]=4[CH:21]=[CH:20][CH:19]=3)[CH2:16]1)=[O:14])[CH2:7][CH2:8][CH2:9][N:10]([CH3:12])C)=O.[O:34]1[CH2:39]CN(CCCN)[CH2:36][CH2:35]1, predict the reaction product. The product is: [CH2:31]([N:29]1[C@H:28]2[C@@H:17]([C:18]3[CH:19]=[CH:20][CH:21]=[C:22]4[C:23]=3[C:24]([CH2:27]2)=[CH:25][NH:26]4)[CH2:16][C@@H:15]([C:13]([NH:6][CH2:7][CH2:8][CH2:9][N:10]2[CH2:12][CH2:39][O:34][CH2:35][CH2:36]2)=[O:14])[CH2:30]1)[CH:32]=[CH2:33]. (3) Given the reactants [C:1]([C:3]1[CH:4]=[C:5]([NH:9][C:10](=[O:32])[NH:11][C:12]2[CH:17]=[CH:16][C:15]([S:18]([NH:21][C:22]3[CH:27]=[CH:26][C:25]([S:28](=[O:31])(=[O:30])[NH2:29])=[CH:24][CH:23]=3)(=[O:20])=[O:19])=[CH:14][CH:13]=2)[CH:6]=[CH:7][CH:8]=1)#[N:2].[CH2:33]([N:37]1[CH2:42][CH2:41][NH:40][CH2:39][CH2:38]1)[CH2:34][CH2:35][CH3:36], predict the reaction product. The product is: [CH2:33]([N:37]1[CH2:42][CH2:41][N:40]([C:1](=[NH:2])[C:3]2[CH:4]=[C:5]([NH:9][C:10](=[O:32])[NH:11][C:12]3[CH:17]=[CH:16][C:15]([S:18]([NH:21][C:22]4[CH:27]=[CH:26][C:25]([S:28](=[O:31])(=[O:30])[NH2:29])=[CH:24][CH:23]=4)(=[O:20])=[O:19])=[CH:14][CH:13]=3)[CH:6]=[CH:7][CH:8]=2)[CH2:39][CH2:38]1)[CH2:34][CH2:35][CH3:36]. (4) Given the reactants [I:1][C:2]1[C:3](=[O:9])[NH:4][C:5](=[O:8])[NH:6][CH:7]=1.C/C(/O[Si](C)(C)C)=N\[Si](C)(C)C.Br[CH:23]([C:30]1[CH:35]=[CH:34][CH:33]=[CH:32][CH:31]=1)[C:24]1[CH:29]=[CH:28][CH:27]=[CH:26][CH:25]=1.II, predict the reaction product. The product is: [CH:23]([N:6]1[CH:7]=[C:2]([I:1])[C:3](=[O:9])[NH:4][C:5]1=[O:8])([C:24]1[CH:29]=[CH:28][CH:27]=[CH:26][CH:25]=1)[C:30]1[CH:35]=[CH:34][CH:33]=[CH:32][CH:31]=1.